This data is from Full USPTO retrosynthesis dataset with 1.9M reactions from patents (1976-2016). The task is: Predict the reactants needed to synthesize the given product. (1) Given the product [O:13]=[C:12]([O:14][C@@H:23]1[CH:24]2[CH2:27][CH2:28][N:21]([CH2:26][CH2:25]2)[CH2:22]1)[CH:11]([NH:10][C:9]1[CH:8]=[CH:7][S:6][C:5]=1[C:3]([O:2][CH3:1])=[O:4])[C:15]1[CH:20]=[CH:19][CH:18]=[CH:17][CH:16]=1, predict the reactants needed to synthesize it. The reactants are: [CH3:1][O:2][C:3]([C:5]1[S:6][CH:7]=[CH:8][C:9]=1[NH:10][CH:11]([C:15]1[CH:20]=[CH:19][CH:18]=[CH:17][CH:16]=1)[C:12]([OH:14])=[O:13])=[O:4].[N:21]12[CH2:28][CH2:27][CH:24]([CH2:25][CH2:26]1)[C@@H:23](O)[CH2:22]2.C1CCC(N=C=NC2CCCCC2)CC1.C1C=CC2N(O)N=NC=2C=1. (2) Given the product [OH:30][C:26]1[CH:25]=[C:24]([CH:29]=[CH:28][CH:27]=1)[CH2:23][N:19]1[C:18]2[CH:32]=[CH:33][C:15]([C:13]([NH:12][C@H:10]([C:6]3[CH:7]=[CH:8][CH:9]=[C:4]([CH:1]([CH3:2])[CH3:3])[CH:5]=3)[CH3:11])=[O:14])=[CH:16][C:17]=2[N:21]=[C:20]1[CH3:22], predict the reactants needed to synthesize it. The reactants are: [CH:1]([C:4]1[CH:5]=[C:6]([C@@H:10]([NH:12][C:13]([C:15]2[CH:33]=[CH:32][C:18]3[N:19]([CH2:23][C:24]4[CH:29]=[CH:28][CH:27]=[C:26]([O:30]C)[CH:25]=4)[C:20]([CH3:22])=[N:21][C:17]=3[CH:16]=2)=[O:14])[CH3:11])[CH:7]=[CH:8][CH:9]=1)([CH3:3])[CH3:2].B(Br)(Br)Br. (3) Given the product [F:1][C:2]1[CH:3]=[CH:4][C:5]([CH2:6][N:7]2[C:11]3[CH:12]=[N:13][C:14]4[C:15](=[O:29])[N:16]([O:20][CH2:21][O:22][CH2:23][CH2:24][Si:25]([CH3:26])([CH3:27])[CH3:28])[CH2:17][CH2:18][C:19]=4[C:10]=3[C:9]([CH2:30][CH:31]=[O:32])=[CH:8]2)=[CH:35][CH:36]=1, predict the reactants needed to synthesize it. The reactants are: [F:1][C:2]1[CH:36]=[CH:35][C:5]([CH2:6][N:7]2[C:11]3[CH:12]=[N:13][C:14]4[C:15](=[O:29])[N:16]([O:20][CH2:21][O:22][CH2:23][CH2:24][Si:25]([CH3:28])([CH3:27])[CH3:26])[CH2:17][CH2:18][C:19]=4[C:10]=3[C:9](/[CH:30]=[CH:31]\[O:32]CC)=[CH:8]2)=[CH:4][CH:3]=1.CC1C=CC(S(O)(=O)=O)=CC=1.O. (4) Given the product [CH3:1][C:2]1[C:3]([C:13]([F:16])([F:15])[F:14])=[C:4]2[C:5](=[CH:6][CH:7]=1)[C:10](=[O:12])[CH2:9][CH2:8]2, predict the reactants needed to synthesize it. The reactants are: [CH3:1][C:2]1[C:3]([C:13]([F:16])([F:15])[F:14])=[C:4]([CH2:8][CH2:9][C:10]([OH:12])=O)[CH:5]=[CH:6][CH:7]=1.O.